From a dataset of Peptide-MHC class II binding affinity with 134,281 pairs from IEDB. Regression. Given a peptide amino acid sequence and an MHC pseudo amino acid sequence, predict their binding affinity value. This is MHC class II binding data. (1) The peptide sequence is EGTVVAVGPGRWDED. The MHC is DRB4_0101 with pseudo-sequence DRB4_0103. The binding affinity (normalized) is 0. (2) The peptide sequence is EKKYFAATQFEPQAA. The MHC is HLA-DQA10501-DQB10201 with pseudo-sequence HLA-DQA10501-DQB10201. The binding affinity (normalized) is 0.328. (3) The peptide sequence is AFKVAATAANHAPAN. The MHC is DRB1_0901 with pseudo-sequence DRB1_0901. The binding affinity (normalized) is 0.572.